Predict the reaction yield, written as a fraction of the theoretical maximum amount of product (1.0 means a 100% yield; for example, 0.34 means a 34% yield). From a dataset of Reaction yield outcomes from USPTO patents with 853,638 reactions. (1) The catalyst is C(O)C.[Fe]. The yield is 0.740. The product is [NH2:8][C:6]1[CH:5]=[C:4]([Cl:11])[C:3]([N:12]2[CH:29]=[C:15]3[C:16]([NH:21][C:22]4[CH:27]=[C:26]([CH3:28])[N:25]=[CH:24][N:23]=4)=[N:17][CH:18]=[C:19]([F:20])[C:14]3=[N:13]2)=[C:2]([Cl:1])[CH:7]=1. The reactants are [Cl:1][C:2]1[CH:7]=[C:6]([N+:8]([O-])=O)[CH:5]=[C:4]([Cl:11])[C:3]=1[N:12]1[CH:29]=[C:15]2[C:16]([NH:21][C:22]3[CH:27]=[C:26]([CH3:28])[N:25]=[CH:24][N:23]=3)=[N:17][CH:18]=[C:19]([F:20])[C:14]2=[N:13]1.C1COCC1.O.[Cl-].[NH4+]. (2) The reactants are [P:1]([O-:19])([O:11][CH2:12][C:13]1[CH:18]=[CH:17][CH:16]=[CH:15][CH:14]=1)([O:3][CH2:4][C:5]1[CH:10]=[CH:9][CH:8]=[CH:7][CH:6]=1)=[O:2].[OH-].[Na+].[N+]([O-])([O-])=O.[Ag+:26]. The catalyst is O. The product is [P:1]([O-:19])([O:3][CH2:4][C:5]1[CH:10]=[CH:9][CH:8]=[CH:7][CH:6]=1)([O:11][CH2:12][C:13]1[CH:18]=[CH:17][CH:16]=[CH:15][CH:14]=1)=[O:2].[Ag+:26]. The yield is 0.825. (3) The catalyst is C(Cl)Cl. The reactants are [CH3:1][N:2]1[C:13](=[O:14])[C@H:12]([CH2:15][C:16]([O:18]C(C)(C)C)=[O:17])[CH2:11][CH:10]=[CH:9][CH2:8][CH2:7][C:6](=[O:23])[O:5][C@H:4]([C:24]2[CH:29]=[CH:28][CH:27]=[CH:26][CH:25]=2)[CH2:3]1.FC(F)(F)C(O)=O. The yield is 1.00. The product is [CH3:1][N:2]1[C:13](=[O:14])[C@H:12]([CH2:15][C:16]([OH:18])=[O:17])[CH2:11][CH:10]=[CH:9][CH2:8][CH2:7][C:6](=[O:23])[O:5][C@H:4]([C:24]2[CH:25]=[CH:26][CH:27]=[CH:28][CH:29]=2)[CH2:3]1. (4) The reactants are [Br:1][C:2]1[C:7]([N+:8]([O-:10])=[O:9])=[CH:6][C:5]([OH:11])=[C:4]([CH:12]2[CH2:17][CH2:16][CH2:15][CH2:14][CH2:13]2)[CH:3]=1.C([O-])([O-])=O.[Cs+].[Cs+].[CH2:24](Br)[C:25]1[CH:30]=[CH:29][CH:28]=[CH:27][CH:26]=1. The catalyst is CN(C=O)C. The product is [CH2:24]([O:11][C:5]1[CH:6]=[C:7]([N+:8]([O-:10])=[O:9])[C:2]([Br:1])=[CH:3][C:4]=1[CH:12]1[CH2:17][CH2:16][CH2:15][CH2:14][CH2:13]1)[C:25]1[CH:30]=[CH:29][CH:28]=[CH:27][CH:26]=1. The yield is 0.870. (5) The reactants are [Cl:1][C:2]1[CH:7]=[CH:6][C:5]([N:8]2[C:17](=[O:18])[C:16]3[C:11](=[CH:12][CH:13]=[CH:14][CH:15]=3)[N:10]=[C:9]2[C:19]2[CH:24]=[CH:23][C:22](/[CH:25]=[CH:26]/[N:27](C)C)=[C:21]([N+]([O-])=O)[CH:20]=2)=[CH:4][CH:3]=1. The catalyst is CCO.CN(C=O)C. The product is [Cl:1][C:2]1[CH:3]=[CH:4][C:5]([N:8]2[C:17](=[O:18])[C:16]3[C:11](=[CH:12][CH:13]=[CH:14][CH:15]=3)[N:10]=[C:9]2[C:19]2[CH:24]=[C:23]3[C:22]([CH:25]=[CH:26][NH:27]3)=[CH:21][CH:20]=2)=[CH:6][CH:7]=1. The yield is 0.370.